This data is from Full USPTO retrosynthesis dataset with 1.9M reactions from patents (1976-2016). The task is: Predict the reactants needed to synthesize the given product. Given the product [F:1][C:2]1[CH:9]=[CH:8][C:5]([CH2:6][NH:7][C:59]([C:43]2[C:44]([CH2:56][CH2:57][CH3:58])=[N:45][C:46]3[C:51]([C:42]=2[CH3:41])=[CH:50][CH:49]=[C:48]([C:52]([F:55])([F:54])[F:53])[CH:47]=3)=[O:60])=[CH:4][CH:3]=1, predict the reactants needed to synthesize it. The reactants are: [F:1][C:2]1[CH:9]=[CH:8][C:5]([CH2:6][NH2:7])=[CH:4][CH:3]=1.CN(C(ON1N=NC2C=CC=NC1=2)=[N+](C)C)C.F[P-](F)(F)(F)(F)F.CCN(CC)CC.[CH3:41][C:42]1[C:51]2[C:46](=[CH:47][C:48]([C:52]([F:55])([F:54])[F:53])=[CH:49][CH:50]=2)[N:45]=[C:44]([CH2:56][CH2:57][CH3:58])[C:43]=1[C:59](O)=[O:60].